Dataset: Forward reaction prediction with 1.9M reactions from USPTO patents (1976-2016). Task: Predict the product of the given reaction. Given the reactants [CH3:1][SiH:2]([CH3:7])[O:3][SiH:4]([CH3:6])[CH3:5].[CH:8]([Si:10]([O:15][CH3:16])([O:13][CH3:14])[O:11][CH3:12])=[CH2:9], predict the reaction product. The product is: [CH3:12][O:11][Si:10]([O:15][CH3:16])([O:13][CH3:14])[CH:8]([Si:2]([CH3:7])([CH3:1])[O:3][SiH:4]([CH3:6])[CH3:5])[CH3:9].